This data is from NCI-60 drug combinations with 297,098 pairs across 59 cell lines. The task is: Regression. Given two drug SMILES strings and cell line genomic features, predict the synergy score measuring deviation from expected non-interaction effect. (1) Drug 1: C(CN)CNCCSP(=O)(O)O. Drug 2: CC1CCCC2(C(O2)CC(NC(=O)CC(C(C(=O)C(C1O)C)(C)C)O)C(=CC3=CSC(=N3)C)C)C. Cell line: MDA-MB-435. Synergy scores: CSS=28.1, Synergy_ZIP=2.97, Synergy_Bliss=1.97, Synergy_Loewe=-10.7, Synergy_HSA=2.64. (2) Drug 1: CC1C(C(CC(O1)OC2CC(OC(C2O)C)OC3=CC4=CC5=C(C(=O)C(C(C5)C(C(=O)C(C(C)O)O)OC)OC6CC(C(C(O6)C)O)OC7CC(C(C(O7)C)O)OC8CC(C(C(O8)C)O)(C)O)C(=C4C(=C3C)O)O)O)O. Drug 2: C1CN(P(=O)(OC1)NCCCl)CCCl. Cell line: CAKI-1. Synergy scores: CSS=39.8, Synergy_ZIP=-1.78, Synergy_Bliss=-4.07, Synergy_Loewe=-69.5, Synergy_HSA=-4.37. (3) Drug 1: CC1=C(C(CCC1)(C)C)C=CC(=CC=CC(=CC(=O)O)C)C. Drug 2: C1=CC=C(C=C1)NC(=O)CCCCCCC(=O)NO. Cell line: RXF 393. Synergy scores: CSS=7.96, Synergy_ZIP=-3.43, Synergy_Bliss=-0.0716, Synergy_Loewe=-0.0167, Synergy_HSA=2.23. (4) Cell line: TK-10. Drug 2: CC1C(C(CC(O1)OC2CC(CC3=C2C(=C4C(=C3O)C(=O)C5=C(C4=O)C(=CC=C5)OC)O)(C(=O)CO)O)N)O.Cl. Synergy scores: CSS=35.2, Synergy_ZIP=0.654, Synergy_Bliss=-0.169, Synergy_Loewe=-0.959, Synergy_HSA=1.61. Drug 1: CCC1=CC2CC(C3=C(CN(C2)C1)C4=CC=CC=C4N3)(C5=C(C=C6C(=C5)C78CCN9C7C(C=CC9)(C(C(C8N6C)(C(=O)OC)O)OC(=O)C)CC)OC)C(=O)OC.C(C(C(=O)O)O)(C(=O)O)O. (5) Drug 1: CCC1=C2CN3C(=CC4=C(C3=O)COC(=O)C4(CC)O)C2=NC5=C1C=C(C=C5)O. Drug 2: C1CCC(C(C1)N)N.C(=O)(C(=O)[O-])[O-].[Pt+4]. Cell line: ACHN. Synergy scores: CSS=34.6, Synergy_ZIP=-4.03, Synergy_Bliss=1.32, Synergy_Loewe=2.99, Synergy_HSA=4.81. (6) Drug 2: C1=CC=C(C(=C1)C(C2=CC=C(C=C2)Cl)C(Cl)Cl)Cl. Drug 1: C1=C(C(=O)NC(=O)N1)N(CCCl)CCCl. Synergy scores: CSS=41.4, Synergy_ZIP=-0.950, Synergy_Bliss=-2.41, Synergy_Loewe=-11.1, Synergy_HSA=-1.56. Cell line: COLO 205.